Dataset: Reaction yield outcomes from USPTO patents with 853,638 reactions. Task: Predict the reaction yield, written as a fraction of the theoretical maximum amount of product (1.0 means a 100% yield; for example, 0.34 means a 34% yield). (1) The yield is 0.740. The product is [Br:1][C:2]1[S:6][C:5]([C:7]([NH2:24])=[O:8])=[C:4]([NH:11][CH2:12][C:13]2[CH:18]=[CH:17][N:16]=[CH:15][CH:14]=2)[CH:3]=1. The reactants are [Br:1][C:2]1[S:6][C:5]([C:7](OC)=[O:8])=[C:4]([NH:11][CH2:12][C:13]2[CH:18]=[CH:17][N:16]=[CH:15][CH:14]=2)[CH:3]=1.[OH-].[Na+].Cl.C([N:24](CC)CC)C.[Cl-].[NH4+].Cl.C(N=C=NCCCN(C)C)C.ON1C2C=CC=CC=2N=N1. The catalyst is CO.C(O)C.O.CCOC(C)=O. (2) The reactants are [F:1][C:2]1[CH:7]=[C:6]([O:8][C:9]2[CH:14]=[CH:13][N:12]=[C:11]([C:15]3[CH:16]=[N:17][N:18]([CH3:20])[CH:19]=3)[CH:10]=2)[C:5]([F:21])=[CH:4][C:3]=1[NH:22][C:23]([C:25]1([C:28]([NH:30][C:31]2[CH:36]=[CH:35][CH:34]=[CH:33][CH:32]=2)=[O:29])[CH2:27][CH2:26]1)=[O:24].[ClH:37].O1CCOCC1. The catalyst is C(#N)C. The product is [ClH:37].[F:1][C:2]1[CH:7]=[C:6]([O:8][C:9]2[CH:14]=[CH:13][N:12]=[C:11]([C:15]3[CH:16]=[N:17][N:18]([CH3:20])[CH:19]=3)[CH:10]=2)[C:5]([F:21])=[CH:4][C:3]=1[NH:22][C:23]([C:25]1([C:28]([NH:30][C:31]2[CH:32]=[CH:33][CH:34]=[CH:35][CH:36]=2)=[O:29])[CH2:27][CH2:26]1)=[O:24]. The yield is 0.650. (3) The reactants are Cl[C:2]1[C:3]2[CH:10]=[C:9]([C:11]([O:13][CH2:14][CH3:15])=[O:12])[S:8][C:4]=2[N:5]=[CH:6][N:7]=1.[CH2:16]([NH2:24])[CH2:17][C:18]1[CH:23]=[CH:22][CH:21]=[CH:20][CH:19]=1.C(=O)([O-])[O-].[K+].[K+]. The catalyst is C(#N)C. The product is [CH2:16]([NH:24][C:2]1[C:3]2[CH:10]=[C:9]([C:11]([O:13][CH2:14][CH3:15])=[O:12])[S:8][C:4]=2[N:5]=[CH:6][N:7]=1)[CH2:17][C:18]1[CH:23]=[CH:22][CH:21]=[CH:20][CH:19]=1. The yield is 0.920. (4) The reactants are Br[C:2]1[CH:10]=[CH:9][CH:8]=[C:7]2[C:3]=1[CH:4]=[CH:5][CH2:6]2.[C:11]1([C:20]2[CH:25]=[CH:24][CH:23]=[CH:22][CH:21]=2)[CH:16]=[CH:15][CH:14]=[CH:13][C:12]=1B(O)O.C(=O)([O-])[O-].[K+].[K+].O1CCOCC1. The catalyst is C1C=CC(P(C2C=CC=CC=2)C2C=CC=CC=2)=CC=1.C1C=CC(P(C2C=CC=CC=2)C2C=CC=CC=2)=CC=1.Cl[Pd]Cl.O. The product is [C:11]1([C:20]2[CH:21]=[CH:22][CH:23]=[CH:24][CH:25]=2)[CH:16]=[CH:15][CH:14]=[CH:13][C:12]=1[C:2]1[CH:10]=[CH:9][CH:8]=[C:7]2[C:3]=1[CH:4]=[CH:5][CH2:6]2. The yield is 0.910. (5) The reactants are [Cl:1][C:2]1[CH:3]=[C:4]([CH:7]=[C:8]([OH:11])[C:9]=1[OH:10])[CH:5]=[O:6].[C:12]([O-])([O-])=O.[Cs+].[Cs+].O. The catalyst is CN(C=O)C. The product is [Cl:1][C:2]1[C:9]2[O:10][CH2:12][O:11][C:8]=2[CH:7]=[C:4]([CH:5]=[O:6])[CH:3]=1. The yield is 1.00. (6) The reactants are [OH-].[K+].[C:3]([O:7][C:8]([N:10]1[C@@H:14]([CH2:15][C:16]2[CH:21]=[CH:20][C:19]([OH:22])=[CH:18][CH:17]=2)[CH2:13][O:12][C:11]1([CH3:24])[CH3:23])=[O:9])([CH3:6])([CH3:5])[CH3:4].Cl[C:26]1[N:31]2[CH:32]=[CH:33][N:34]=[C:30]2[CH:29]=[CH:28][CH:27]=1. The catalyst is CS(C)=O. The product is [C:3]([O:7][C:8]([N:10]1[CH:14]([CH2:15][C:16]2[CH:17]=[CH:18][C:19]([O:22][C:26]3[N:31]4[CH:32]=[CH:33][N:34]=[C:30]4[CH:29]=[CH:28][CH:27]=3)=[CH:20][CH:21]=2)[CH2:13][O:12][C:11]1([CH3:24])[CH3:23])=[O:9])([CH3:6])([CH3:4])[CH3:5]. The yield is 0.760.